Predict the product of the given reaction. From a dataset of Forward reaction prediction with 1.9M reactions from USPTO patents (1976-2016). (1) Given the reactants [C:1]([C:3]1[CH:43]=[CH:42][C:6]([CH2:7][C@@:8]2([CH3:41])[N:12]3[C:13]([S:16]([N:19]4[CH2:23][CH2:22][CH2:21][C@H:20]4[C:24]([NH:26][C@H:27](C)[C:28]([OH:30])=O)=[O:25])(=[O:18])=[O:17])=[CH:14][N:15]=[C:11]3[N:10]([C:32]3[CH:37]=[C:36]([Cl:38])[CH:35]=[C:34]([Cl:39])[CH:33]=3)[C:9]2=[O:40])=[CH:5][CH:4]=1)#[N:2].[CH3:44]N(C(ON1N=NC2C=CC=NC1=2)=[N+](C)C)C.F[P-](F)(F)(F)(F)F.CCN(C(C)C)C(C)C.NC[C@@H](O)C, predict the reaction product. The product is: [OH:30][C@@H:28]([CH3:44])[CH2:27][NH:26][C:24]([C@@H:20]1[CH2:21][CH2:22][CH2:23][N:19]1[S:16]([C:13]1[N:12]2[C@@:8]([CH2:7][C:6]3[CH:42]=[CH:43][C:3]([C:1]#[N:2])=[CH:4][CH:5]=3)([CH3:41])[C:9](=[O:40])[N:10]([C:32]3[CH:33]=[C:34]([Cl:39])[CH:35]=[C:36]([Cl:38])[CH:37]=3)[C:11]2=[N:15][CH:14]=1)(=[O:18])=[O:17])=[O:25]. (2) Given the reactants Br[C:2]1[CH:7]=[CH:6][CH:5]=[C:4]([Cl:8])[C:3]=1[N:9]1[C:13]2=[N:14][CH:15]=[N:16][C:17]([O:18][C@@H:19]([CH2:30][O:31][C@H:32]([CH3:45])[CH2:33][O:34][Si:35]([CH:42]([CH3:44])[CH3:43])([CH:39]([CH3:41])[CH3:40])[CH:36]([CH3:38])[CH3:37])[C:20]([NH:22][C:23]3[CH:28]=[N:27][C:26]([CH3:29])=[CH:25][N:24]=3)=[O:21])=[C:12]2[CH:11]=[N:10]1.C([O-])(=O)C.[Na+].CC(C)(O)[C:53]#[N:54].C(=O)(O)[O-].[Na+], predict the reaction product. The product is: [Cl:8][C:4]1[CH:5]=[CH:6][CH:7]=[C:2]([C:53]#[N:54])[C:3]=1[N:9]1[C:13]2[N:14]=[CH:15][N:16]=[C:17]([O:18][C@@H:19]([CH2:30][O:31][C@H:32]([CH3:45])[CH2:33][O:34][Si:35]([CH:42]([CH3:44])[CH3:43])([CH:39]([CH3:41])[CH3:40])[CH:36]([CH3:38])[CH3:37])[C:20]([NH:22][C:23]3[CH:28]=[N:27][C:26]([CH3:29])=[CH:25][N:24]=3)=[O:21])[C:12]=2[CH:11]=[N:10]1.